Dataset: Retrosynthesis with 50K atom-mapped reactions and 10 reaction types from USPTO. Task: Predict the reactants needed to synthesize the given product. (1) Given the product COCCCc1ccc(Cl)c(CN(C(=O)C2CNCCC2(OC)c2ccc(F)c(F)c2)C2CC2)c1, predict the reactants needed to synthesize it. The reactants are: COCCCc1ccc(Cl)c(CN(C(=O)[C@H]2CN(C(=O)OC(C)(C)C)CC[C@]2(OC)c2ccc(F)c(F)c2)C2CC2)c1. (2) Given the product COC(=O)C(=O)NC/C=C(\C)CCC=C(C)C, predict the reactants needed to synthesize it. The reactants are: CC(C)=CCC/C(C)=C/CN.COC(=O)C(=O)O. (3) Given the product O=Cc1cn(Cc2ccc(OCc3ccccc3)cc2)nc1OCc1ccc(OCc2ccccc2)cc1, predict the reactants needed to synthesize it. The reactants are: OCc1cn(Cc2ccc(OCc3ccccc3)cc2)nc1OCc1ccc(OCc2ccccc2)cc1.